This data is from Catalyst prediction with 721,799 reactions and 888 catalyst types from USPTO. The task is: Predict which catalyst facilitates the given reaction. (1) Reactant: [OH:1][CH2:2][CH2:3][NH:4][NH2:5].[CH3:6][CH:7]([CH3:21])[C:8](=O)[CH2:9][C:10]([O:12][CH2:13][C:14]1[CH:19]=[CH:18][CH:17]=[CH:16][CH:15]=1)=S.C(N(CC)CC)C.O. Product: [CH2:13]([O:12][C:10]1[CH:9]=[C:8]([CH:7]([CH3:21])[CH3:6])[N:4]([CH2:3][CH2:2][OH:1])[N:5]=1)[C:14]1[CH:19]=[CH:18][CH:17]=[CH:16][CH:15]=1. The catalyst class is: 10. (2) Reactant: [NH:1]1[CH2:4][CH:3]([C:5]2[CH:6]=[N:7][CH:8]=[CH:9][CH:10]=2)[CH2:2]1.C(N(C(C)C)CC)(C)C.[N:20]([C:23]1[CH:32]=[CH:31][C:26]([C:27]([O:29][CH3:30])=[O:28])=[CH:25][CH:24]=1)=[C:21]=[O:22]. Product: [N:7]1[CH:8]=[CH:9][CH:10]=[C:5]([CH:3]2[CH2:4][N:1]([C:21]([NH:20][C:23]3[CH:32]=[CH:31][C:26]([C:27]([O:29][CH3:30])=[O:28])=[CH:25][CH:24]=3)=[O:22])[CH2:2]2)[CH:6]=1. The catalyst class is: 4. (3) Reactant: [Cl:1][C:2]1[CH:34]=[CH:33][CH:32]=[CH:31][C:3]=1[C:4]([NH:6]C(=O)NC1SC2C=C(S(CCNCC3CCCO3)(=O)=O)C=CC=2N=1)=[O:5].ClC(O[CH:39]([CH3:41])[CH3:40])=O.[CH3:42][CH2:43]N(C(C)C)C(C)C.N. Product: [Cl:1][C:2]1[CH:34]=[CH:33][C:32]([CH:39]2[CH2:41][CH2:43][CH:42]=[CH:40]2)=[CH:31][C:3]=1[C:4]([NH2:6])=[O:5]. The catalyst class is: 1.